The task is: Predict which catalyst facilitates the given reaction.. This data is from Catalyst prediction with 721,799 reactions and 888 catalyst types from USPTO. (1) Reactant: [CH3:1][C:2]1[O:6][C:5]([C:7]2[CH:12]=[CH:11][CH:10]=[CH:9][CH:8]=2)=[N:4][C:3]=1[CH2:13][C:14](OC)=[O:15].[H-].C([Al+]CC(C)C)C(C)C.O.C(O)(=O)CC(CC(O)=O)(C(O)=O)O. Product: [CH3:1][C:2]1[O:6][C:5]([C:7]2[CH:12]=[CH:11][CH:10]=[CH:9][CH:8]=2)=[N:4][C:3]=1[CH2:13][CH2:14][OH:15]. The catalyst class is: 93. (2) Reactant: C([O:4][C@H:5]1[CH2:10][CH2:9][C@H:8]([C:11]2[N:15]3[CH:16]=[CH:17][N:18]=[C:19]([NH2:20])[C:14]3=[C:13]([Br:21])[N:12]=2)[CH2:7][CH2:6]1)(=O)C.[OH-].[Na+]. Product: [NH2:20][C:19]1[C:14]2[N:15]([C:11]([C@H:8]3[CH2:9][CH2:10][C@H:5]([OH:4])[CH2:6][CH2:7]3)=[N:12][C:13]=2[Br:21])[CH:16]=[CH:17][N:18]=1. The catalyst class is: 8. (3) Reactant: [CH:1]([CH:3]([CH:9]=O)[C:4]([O:6][CH2:7][CH3:8])=[O:5])=O.[Br:11][C:12]1[CH:13]=[N:14][NH:15][C:16]=1[NH2:17]. Product: [Br:11][C:12]1[CH:13]=[N:14][N:15]2[CH:9]=[C:3]([C:4]([O:6][CH2:7][CH3:8])=[O:5])[CH:1]=[N:17][C:16]=12. The catalyst class is: 8. (4) Reactant: [F:1][C:2]1[CH:3]=[C:4]([N:9]2[CH2:14][CH2:13][N:12]3[N:15]=[C:16]([CH2:18][NH:19][C:20]4[CH:25]=[CH:24][C:23]([O:26][CH3:27])=[CH:22][CH:21]=4)[CH:17]=[C:11]3[C:10]2=[O:28])[CH:5]=[CH:6][C:7]=1[F:8].C([O-])([O-])=O.[Cs+].[Cs+].I[CH2:36][CH2:37][CH3:38]. Product: [F:1][C:2]1[CH:3]=[C:4]([N:9]2[CH2:14][CH2:13][N:12]3[N:15]=[C:16]([CH2:18][N:19]([C:20]4[CH:25]=[CH:24][C:23]([O:26][CH3:27])=[CH:22][CH:21]=4)[CH2:36][CH2:37][CH3:38])[CH:17]=[C:11]3[C:10]2=[O:28])[CH:5]=[CH:6][C:7]=1[F:8]. The catalyst class is: 623.